This data is from Catalyst prediction with 721,799 reactions and 888 catalyst types from USPTO. The task is: Predict which catalyst facilitates the given reaction. (1) Reactant: [Cl:1][C:2]1[CH:3]=[CH:4][C:5]2[O:11][CH2:10][CH:9]3[CH2:12][N:13]([C:16]([O:18][C:19]([CH3:22])([CH3:21])[CH3:20])=[O:17])[CH2:14][CH2:15][N:8]3[C:7](=O)[C:6]=2[CH:24]=1.B.O1CCCC1.CO.[OH-].[Na+]. Product: [Cl:1][C:2]1[CH:3]=[CH:4][C:5]2[O:11][CH2:10][CH:9]3[CH2:12][N:13]([C:16]([O:18][C:19]([CH3:21])([CH3:20])[CH3:22])=[O:17])[CH2:14][CH2:15][N:8]3[CH2:7][C:6]=2[CH:24]=1. The catalyst class is: 7. (2) Reactant: C[O:2][C:3](=O)[C:4]1[CH:9]=[CH:8][C:7]([CH2:10][CH:11]([CH3:13])[CH3:12])=[C:6]([O:14][C:15]([F:18])([F:17])[F:16])[CH:5]=1.[BH4-].[Li+].Cl. Product: [CH2:10]([C:7]1[CH:8]=[CH:9][C:4]([CH2:3][OH:2])=[CH:5][C:6]=1[O:14][C:15]([F:16])([F:17])[F:18])[CH:11]([CH3:13])[CH3:12]. The catalyst class is: 1. (3) Reactant: [Br:1][C:2]1[CH:7]=[CH:6][C:5]([CH:8]2[CH2:13][CH:12]([S:14]([C:17]3[CH:22]=[CH:21][CH:20]=[C:19]([O:23][CH:24]([F:26])[F:25])[CH:18]=3)(=[O:16])=[O:15])[CH2:11][CH2:10][O:9]2)=[C:4]([F:27])[CH:3]=1.[CH3:28]C([O-])(C)C.[K+].CI. Product: [Br:1][C:2]1[CH:7]=[CH:6][C:5]([CH:8]2[CH2:13][C:12]([S:14]([C:17]3[CH:22]=[CH:21][CH:20]=[C:19]([O:23][CH:24]([F:26])[F:25])[CH:18]=3)(=[O:15])=[O:16])([CH3:28])[CH2:11][CH2:10][O:9]2)=[C:4]([F:27])[CH:3]=1. The catalyst class is: 1. (4) Reactant: [C:1]([C:5]1[C:6]([OH:22])=[C:7]([NH:11][C:12](=[O:21])[CH:13](Cl)[C:14]2[CH:19]=[CH:18][CH:17]=[CH:16][CH:15]=2)[CH:8]=[CH:9][CH:10]=1)([CH3:4])([CH3:3])[CH3:2].C(=O)([O-])[O-].[K+].[K+].Cl. Product: [C:1]([C:5]1[C:6]2[O:22][CH:13]([C:14]3[CH:19]=[CH:18][CH:17]=[CH:16][CH:15]=3)[C:12](=[O:21])[NH:11][C:7]=2[CH:8]=[CH:9][CH:10]=1)([CH3:4])([CH3:3])[CH3:2]. The catalyst class is: 9.